This data is from Reaction yield outcomes from USPTO patents with 853,638 reactions. The task is: Predict the reaction yield, written as a fraction of the theoretical maximum amount of product (1.0 means a 100% yield; for example, 0.34 means a 34% yield). (1) The reactants are [CH3:1][O:2][C:3]([C:5]1([C:8]([OH:10])=O)[CH2:7][CH2:6]1)=[O:4].[F:11][C:12]1[CH:18]=[CH:17][C:15]([NH2:16])=[CH:14][CH:13]=1.C(N(C(C)C)CC)(C)C.F[B-](F)(F)F.N1(OC(N(C)C)=[N+](C)C)C2C=CC=CC=2N=N1. The catalyst is CN(C=O)C.C(OCC)(=O)C. The product is [F:11][C:12]1[CH:18]=[CH:17][C:15]([NH:16][C:8]([C:5]2([C:3]([O:2][CH3:1])=[O:4])[CH2:7][CH2:6]2)=[O:10])=[CH:14][CH:13]=1. The yield is 0.990. (2) The reactants are [N:1]12[CH2:8][CH2:7][C:4]([C:9]([C:17]3[CH:22]=[CH:21][CH:20]=[CH:19][CH:18]=3)([C:11]3[CH:16]=[CH:15][CH:14]=[CH:13][CH:12]=3)[OH:10])([CH2:5][CH2:6]1)[CH2:3][CH2:2]2.[Br:23][CH2:24][CH2:25][O:26][CH2:27][C:28]1[CH:33]=[CH:32][CH:31]=[C:30]([O:34][CH3:35])[CH:29]=1. The catalyst is CC#N. The product is [Br-:23].[OH:10][C:9]([C:17]1[CH:22]=[CH:21][CH:20]=[CH:19][CH:18]=1)([C:11]1[CH:12]=[CH:13][CH:14]=[CH:15][CH:16]=1)[C:4]12[CH2:5][CH2:6][N+:1]([CH2:24][CH2:25][O:26][CH2:27][C:28]3[CH:33]=[CH:32][CH:31]=[C:30]([O:34][CH3:35])[CH:29]=3)([CH2:2][CH2:3]1)[CH2:8][CH2:7]2. The yield is 0.140.